From a dataset of Forward reaction prediction with 1.9M reactions from USPTO patents (1976-2016). Predict the product of the given reaction. (1) Given the reactants [CH3:1][C@@H:2]([C:5]1[CH:20]=[CH:19][C:8]([CH2:9][C:10]2[S:11][CH:12]=[C:13]([C:15]([F:18])([F:17])[F:16])[N:14]=2)=[CH:7][CH:6]=1)[C:3]#[CH:4].[C:21]1([CH3:33])[CH:26]=[CH:25][C:24]([S:27]([N:30]=[N+:31]=[N-:32])(=[O:29])=[O:28])=[CH:23][CH:22]=1, predict the reaction product. The product is: [CH3:33][C:21]1[CH:22]=[CH:23][C:24]([S:27]([N:30]2[CH:4]=[C:3]([C@@H:2]([C:5]3[CH:6]=[CH:7][C:8]([CH2:9][C:10]4[S:11][CH:12]=[C:13]([C:15]([F:18])([F:17])[F:16])[N:14]=4)=[CH:19][CH:20]=3)[CH3:1])[N:32]=[N:31]2)(=[O:29])=[O:28])=[CH:25][CH:26]=1. (2) The product is: [C:6]1([CH:11]2[C:19]3[C:14](=[CH:15][CH:16]=[CH:17][CH:18]=3)[CH:13]([O:20][C:11](=[O:23])[C:6]3[CH:7]=[CH:8][CH:9]=[CH:4][CH:5]=3)[CH2:12]2)[CH:7]=[CH:8][CH:9]=[CH:4][CH:5]=1. Given the reactants [H-].[Na+].Cl[C:4]1[CH:5]=[C:6]([C@H:11]2[C:19]3[C:14](=[CH:15][CH:16]=[CH:17][CH:18]=3)[C@H:13]([OH:20])[CH2:12]2)[CH:7]=[CH:8][C:9]=1Cl.CI.[OH2:23], predict the reaction product.